From a dataset of Full USPTO retrosynthesis dataset with 1.9M reactions from patents (1976-2016). Predict the reactants needed to synthesize the given product. (1) Given the product [C:14]([C:9]1[CH:10]=[CH:11][CH:12]=[CH:13][C:8]=1[C:6]1[CH:7]=[C:2]([NH:17][NH2:18])[N:3]=[N:4][CH:5]=1)#[N:15], predict the reactants needed to synthesize it. The reactants are: Cl[C:2]1[N:3]=[N:4][CH:5]=[C:6]([C:8]2[CH:13]=[CH:12][CH:11]=[CH:10][C:9]=2[C:14]#[N:15])[CH:7]=1.O.[NH2:17][NH2:18]. (2) Given the product [F:72][C:70]1[CH:69]=[CH:68][C:67]([C:73]([F:75])([F:74])[F:76])=[C:66]([CH:71]=1)[C:65]([N:62]1[CH2:63][CH2:64][N:59]([C:57](=[O:58])[CH2:56][NH:55][C:43]([C:41]2[N:40]=[N:39][N:38]([C:34]3[CH:35]=[CH:36][CH:37]=[C:32]([F:31])[CH:33]=3)[CH:42]=2)=[O:45])[CH2:60][CH2:61]1)=[O:77], predict the reactants needed to synthesize it. The reactants are: CCN(C(C)C)C(C)C.C1C=CC2N(O)N=NC=2C=1.CCN=C=NCCCN(C)C.[F:31][C:32]1[CH:33]=[C:34]([N:38]2[CH:42]=[C:41]([C:43]([OH:45])=O)[N:40]=[N:39]2)[CH:35]=[CH:36][CH:37]=1.FC1C=C(C=CC=1)N.Cl.[NH2:55][CH2:56][C:57]([N:59]1[CH2:64][CH2:63][N:62]([C:65](=[O:77])[C:66]2[CH:71]=[C:70]([F:72])[CH:69]=[CH:68][C:67]=2[C:73]([F:76])([F:75])[F:74])[CH2:61][CH2:60]1)=[O:58].FC1C=CC(C(F)(F)F)=C(C=1)C(O)=O. (3) Given the product [NH2:1][C:2]1[C:11]2[N:10]=[CH:9][C:8]([CH2:12][CH2:13][C:14]3[CH:15]=[CH:16][C:17]([O:20][CH2:29][CH2:30][CH2:31][CH2:32][C:33]([O:35][CH2:36][CH3:37])=[O:34])=[CH:18][CH:19]=3)=[CH:7][C:6]=2[C:5]2[CH:21]=[CH:22][C:23]([CH3:25])=[CH:24][C:4]=2[N:3]=1, predict the reactants needed to synthesize it. The reactants are: [NH2:1][C:2]1[C:11]2[N:10]=[CH:9][C:8]([CH2:12][CH2:13][C:14]3[CH:19]=[CH:18][C:17]([OH:20])=[CH:16][CH:15]=3)=[CH:7][C:6]=2[C:5]2[CH:21]=[CH:22][C:23]([CH3:25])=[CH:24][C:4]=2[N:3]=1.[H-].[Na+].Br[CH2:29][CH2:30][CH2:31][CH2:32][C:33]([O:35][CH2:36][CH3:37])=[O:34]. (4) Given the product [ClH:1].[O:37]=[C:38]1[CH2:43][CH2:42][CH2:41][C:40](=[O:44])[N:39]1[CH2:45][C:46]([N:28]1[CH2:29][CH2:30][C@H:25]([NH:24][CH2:23][C:14]2[CH:13]=[C:12]([C:5]3[CH:6]=[CH:7][C:8]([C:10]#[N:11])=[CH:9][C:4]=3[F:3])[CH:17]=[CH:16][C:15]=2[O:18][C:19]([F:21])([F:22])[F:20])[C@H:26]([C:31]2[CH:32]=[CH:33][CH:34]=[CH:35][CH:36]=2)[CH2:27]1)=[O:47], predict the reactants needed to synthesize it. The reactants are: [ClH:1].Cl.[F:3][C:4]1[CH:9]=[C:8]([C:10]#[N:11])[CH:7]=[CH:6][C:5]=1[C:12]1[CH:17]=[CH:16][C:15]([O:18][C:19]([F:22])([F:21])[F:20])=[C:14]([CH2:23][NH:24][C@H:25]2[CH2:30][CH2:29][NH:28][CH2:27][C@H:26]2[C:31]2[CH:36]=[CH:35][CH:34]=[CH:33][CH:32]=2)[CH:13]=1.[O:37]=[C:38]1[CH2:43][CH2:42][CH2:41][C:40](=[O:44])[N:39]1[CH2:45][C:46](O)=[O:47].CCN=C=NCCCN(C)C.Cl.C1C=CC2N(O)N=NC=2C=1. (5) Given the product [CH:22]([C:18]1[CH:17]=[C:16]([C:13]2([NH2:25])[CH2:14][CH2:15][NH:11][CH2:12]2)[CH:21]=[CH:20][CH:19]=1)([CH3:24])[CH3:23], predict the reactants needed to synthesize it. The reactants are: C(OC([N:11]1[CH2:15][CH2:14][C:13]([N:25]=[N+]=[N-])([C:16]2[CH:21]=[CH:20][CH:19]=[C:18]([CH:22]([CH3:24])[CH3:23])[CH:17]=2)[CH2:12]1)=O)C1C=CC=CC=1.[H][H]. (6) Given the product [CH2:36]([N:20]([CH2:21][C@@H:22]([C:24]1[CH:35]=[CH:34][C:27]2[O:28][C:29]([CH3:33])([CH3:32])[O:30][CH2:31][C:26]=2[CH:25]=1)[OH:23])[CH2:19][CH2:18][CH2:17][CH2:16][CH2:15][CH2:14][O:13][CH2:12][CH2:11][CH2:10][CH2:9][C:4]1[CH:3]=[C:2]([NH:1][C:44]([NH2:45])=[O:43])[CH:7]=[C:6]([CH3:8])[CH:5]=1)[C:37]1[CH:38]=[CH:39][CH:40]=[CH:41][CH:42]=1, predict the reactants needed to synthesize it. The reactants are: [NH2:1][C:2]1[CH:3]=[C:4]([CH2:9][CH2:10][CH2:11][CH2:12][O:13][CH2:14][CH2:15][CH2:16][CH2:17][CH2:18][CH2:19][N:20]([CH2:36][C:37]2[CH:42]=[CH:41][CH:40]=[CH:39][CH:38]=2)[CH2:21][C@@H:22]([C:24]2[CH:35]=[CH:34][C:27]3[O:28][C:29]([CH3:33])([CH3:32])[O:30][CH2:31][C:26]=3[CH:25]=2)[OH:23])[CH:5]=[C:6]([CH3:8])[CH:7]=1.[O-:43][C:44]#[N:45].[K+]. (7) Given the product [CH2:1]([N:8]1[C:12]2[N:13]=[CH:26][C:19]3[CH:18]=[C:17]([Br:20])[C:16]([O:21][CH3:22])=[CH:15][C:14]=3[C:11]=2[CH:10]=[N:9]1)[C:2]1[CH:7]=[CH:6][CH:5]=[CH:4][CH:3]=1, predict the reactants needed to synthesize it. The reactants are: [CH2:1]([N:8]1[C:12]([NH2:13])=[C:11]([C:14]2[CH:19]=[CH:18][C:17]([Br:20])=[C:16]([O:21][CH3:22])[CH:15]=2)[CH:10]=[N:9]1)[C:2]1[CH:7]=[CH:6][CH:5]=[CH:4][CH:3]=1.C=O.O.[C:26](=O)(O)[O-].[Na+].